This data is from Forward reaction prediction with 1.9M reactions from USPTO patents (1976-2016). The task is: Predict the product of the given reaction. (1) Given the reactants Br[C:2]1[CH:7]=[CH:6][C:5]([CH3:8])=[CH:4][CH:3]=1.[Li]C(C)(C)C.[Br:14][C:15]1[CH:16]=[C:17]([CH:23]=[CH:24][CH:25]=1)[C:18](N(C)C)=[O:19].O, predict the reaction product. The product is: [Br:14][C:15]1[CH:16]=[C:17]([C:18]([C:2]2[CH:7]=[CH:6][C:5]([CH3:8])=[CH:4][CH:3]=2)=[O:19])[CH:23]=[CH:24][CH:25]=1. (2) Given the reactants [OH:1][C:2]([CH3:11])([CH:8]([CH3:10])[CH3:9])[C:3](OCC)=[O:4].Cl.[NH2:13][C:14](N)=[NH:15].C([O-])([O-])=O.[K+].[K+], predict the reaction product. The product is: [NH2:15][C:14]1[O:1][C:2]([CH:8]([CH3:10])[CH3:9])([CH3:11])[C:3](=[O:4])[N:13]=1. (3) Given the reactants [NH2:1][C:2]1[N:6]([C:7]2[N:12]=[CH:11][N:10]=[C:9]([NH:13][CH3:14])[CH:8]=2)[N:5]=[CH:4][N:3]=1.[C:15]([O:19][C:20](=[O:30])[NH:21][C:22]1[CH:27]=[CH:26][C:25]([CH3:28])=[C:24](Br)[CH:23]=1)([CH3:18])([CH3:17])[CH3:16].C([O-])([O-])=O.[Cs+].[Cs+], predict the reaction product. The product is: [C:15]([O:19][C:20](=[O:30])[NH:21][C:22]1[CH:23]=[CH:24][C:25]([CH3:28])=[C:26]([NH:1][C:2]2[N:6]([C:7]3[CH:8]=[C:9]([NH:13][CH3:14])[N:10]=[CH:11][N:12]=3)[N:5]=[CH:4][N:3]=2)[CH:27]=1)([CH3:18])([CH3:17])[CH3:16].